From a dataset of Reaction yield outcomes from USPTO patents with 853,638 reactions. Predict the reaction yield, written as a fraction of the theoretical maximum amount of product (1.0 means a 100% yield; for example, 0.34 means a 34% yield). (1) The reactants are [OH:1][CH:2]([C:7]1[CH:16]=[CH:15][C:14]2[C:9](=[CH:10][CH:11]=[CH:12][CH:13]=2)[CH:8]=1)[C:3]([O:5][CH3:6])=[O:4].[H-].[Na+].CI.[C:21](OCC)(=O)C. The catalyst is CN(C=O)C. The product is [CH3:21][O:1][CH:2]([C:7]1[CH:16]=[CH:15][C:14]2[C:9](=[CH:10][CH:11]=[CH:12][CH:13]=2)[CH:8]=1)[C:3]([O:5][CH3:6])=[O:4]. The yield is 0.530. (2) The reactants are Br[C:2]1[CH:3]=[C:4]([C:8]2[C:9]3[CH:20]=[C:19]([C:21]4[CH:26]=[CH:25][CH:24]=[CH:23][CH:22]=4)[C:18]([O:27][CH3:28])=[CH:17][C:10]=3[N:11]([CH3:16])[C:12](=[O:15])[CH2:13][N:14]=2)[CH:5]=[CH:6][CH:7]=1.[CH2:29]([NH:32][C:33]([O:35][C:36]([CH3:39])([CH3:38])[CH3:37])=[O:34])[C:30]#[CH:31]. No catalyst specified. The product is [C:36]([O:35][C:33](=[O:34])[NH:32][CH2:29][C:30]#[C:31][C:2]1[CH:7]=[CH:6][CH:5]=[C:4]([C:8]2[C:9]3[CH:20]=[C:19]([C:21]4[CH:26]=[CH:25][CH:24]=[CH:23][CH:22]=4)[C:18]([O:27][CH3:28])=[CH:17][C:10]=3[N:11]([CH3:16])[C:12](=[O:15])[CH2:13][N:14]=2)[CH:3]=1)([CH3:39])([CH3:38])[CH3:37]. The yield is 0.220.